From a dataset of Full USPTO retrosynthesis dataset with 1.9M reactions from patents (1976-2016). Predict the reactants needed to synthesize the given product. Given the product [Br:1][C:2]1[CH:3]=[CH:4][C:5]([N:8]2[Si:24]([CH3:26])([CH3:25])[CH2:23][CH2:22][Si:21]2([CH3:29])[CH3:28])=[N:6][CH:7]=1, predict the reactants needed to synthesize it. The reactants are: [Br:1][C:2]1[CH:3]=[CH:4][C:5]([NH2:8])=[N:6][CH:7]=1.C([Li])CCC.CCCCCC.Cl[Si:21]([CH3:29])([CH3:28])[CH2:22][CH2:23][Si:24](Cl)([CH3:26])[CH3:25].[Na+].[Cl-].